Dataset: Full USPTO retrosynthesis dataset with 1.9M reactions from patents (1976-2016). Task: Predict the reactants needed to synthesize the given product. (1) Given the product [Cl:22][C:20]1[CH:21]=[C:17]([C:15]([N:36]([CH2:35][CH:31]2[O:32][CH2:33][CH2:34][O:30]2)[C@@H:37]2[CH2:42][CH2:41][N:40]([C:43]([O:45][C:46]([CH3:47])([CH3:49])[CH3:48])=[O:44])[CH2:39][C@@H:38]2[F:50])=[O:16])[NH:18][C:19]=1[CH3:23], predict the reactants needed to synthesize it. The reactants are: C(N1CCC(N(CC2OCCO2)[C:15]([C:17]2[NH:18][C:19]([CH3:23])=[C:20]([Cl:22])[CH:21]=2)=[O:16])CC1)C1C=CC=CC=1.[O:30]1[CH2:34][CH2:33][O:32][CH:31]1[CH2:35][NH:36][C@@H:37]1[CH2:42][CH2:41][N:40]([C:43]([O:45][C:46]([CH3:49])([CH3:48])[CH3:47])=[O:44])[CH2:39][C@@H:38]1[F:50]. (2) Given the product [OH:11][C:6]1[CH:5]=[C:4]([CH:10]=[CH:9][C:7]=1[OH:8])[NH2:1], predict the reactants needed to synthesize it. The reactants are: [N+:1]([C:4]1[CH:5]=[C:6]([OH:11])[C:7](=[CH:9][CH:10]=1)[OH:8])([O-])=O.NN. (3) Given the product [CH2:45]([O:34][C:33](=[O:35])[CH2:32][C:5]1[CH:6]=[C:7]([C:8]2[CH:13]=[CH:12][C:11]([C:14]([F:15])([F:16])[F:17])=[CH:10][C:9]=2[CH2:18][N:19]2[C@@H:23]([CH3:24])[C@@H:22]([C:25]3[CH:30]=[CH:29][CH:28]=[CH:27][CH:26]=3)[O:21][C:20]2=[O:31])[C:2]([O:1][CH2:43][CH3:44])=[CH:3][CH:4]=1)[CH3:46], predict the reactants needed to synthesize it. The reactants are: [OH:1][C:2]1[C:7]([C:8]2[CH:13]=[CH:12][C:11]([C:14]([F:17])([F:16])[F:15])=[CH:10][C:9]=2[CH2:18][N:19]2[C@@H:23]([CH3:24])[C@@H:22]([C:25]3[CH:30]=[CH:29][CH:28]=[CH:27][CH:26]=3)[O:21][C:20]2=[O:31])=[CH:6][C:5]([CH2:32][C:33]([OH:35])=[O:34])=[CH:4][CH:3]=1.C(=O)([O-])[O-].[Cs+].[Cs+].I[CH2:43][CH3:44].[CH3:45][C:46]#N. (4) The reactants are: [Br:1][C:2]1[CH:7]=[CH:6][C:5]([C:8]2[N:9]=[C:10](O)[C:11]3[O:16][CH2:15][C:14]([CH3:18])([CH3:17])[C:12]=3[N:13]=2)=[CH:4][CH:3]=1.P(Cl)(Cl)([Cl:22])=O.C(=O)([O-])[O-].[Na+].[Na+]. Given the product [Br:1][C:2]1[CH:7]=[CH:6][C:5]([C:8]2[N:9]=[C:10]([Cl:22])[C:11]3[O:16][CH2:15][C:14]([CH3:18])([CH3:17])[C:12]=3[N:13]=2)=[CH:4][CH:3]=1, predict the reactants needed to synthesize it. (5) Given the product [NH:10]1[CH2:9][CH2:8][CH:7]([O:6][CH2:5][C:4]([O:3][CH2:1][CH3:2])=[O:20])[CH2:12][CH2:11]1, predict the reactants needed to synthesize it. The reactants are: [CH2:1]([O:3][C:4](=[O:20])[CH2:5][O:6][CH:7]1[CH2:12][CH2:11][N:10](C(OC(C)(C)C)=O)[CH2:9][CH2:8]1)[CH3:2].C(O)(C(F)(F)F)=O.